From a dataset of Reaction yield outcomes from USPTO patents with 853,638 reactions. Predict the reaction yield, written as a fraction of the theoretical maximum amount of product (1.0 means a 100% yield; for example, 0.34 means a 34% yield). (1) The reactants are N#N.[CH3:3][C:4]1[NH:5][C:6]2[C:11]([CH:12]=1)=[CH:10][CH:9]=[CH:8][C:7]=2[O:13][CH3:14].N1C(C)=CC(C)=CC=1C.[Cl:24][C:25]([Cl:30])([Cl:29])[C:26](Cl)=[O:27]. The catalyst is C(#N)C. The product is [CH3:3][C:4]1[NH:5][C:6]2[C:11]([C:12]=1[C:26](=[O:27])[C:25]([Cl:30])([Cl:29])[Cl:24])=[CH:10][CH:9]=[CH:8][C:7]=2[O:13][CH3:14]. The yield is 0.960. (2) The catalyst is CC(C)=O.CC(C)=O.O. The product is [O:16]([C:2]1[N:4]=[C:5]([O:19][C:20]2[CH:25]=[CH:24][CH:23]=[CH:22][CH:21]=2)[N:7]=[C:8]([Cl:9])[N:1]=1)[C:10]1[CH:15]=[CH:14][CH:13]=[CH:12][CH:11]=1. The yield is 0.800. The reactants are [N:1]1[C:8]([Cl:9])=[N:7][C:5](Cl)=[N:4][C:2]=1Cl.[C:10]1([OH:16])[CH:15]=[CH:14][CH:13]=[CH:12][CH:11]=1.[OH-].[Na+].[O-:19][C:20]1[CH:25]=[CH:24][CH:23]=[CH:22][CH:21]=1.[Na+]. (3) The reactants are [NH:1]1[CH2:6][CH2:5][O:4][CH2:3][CH2:2]1.Cl.C(N=C=NCCCN(C)C)C.[CH3:19][O:20][C:21]1[C:22](=[O:45])[C:23]([CH3:44])=[C:24]([CH2:30][C:31]2[C:32]([O:40][C:41](=[O:43])[CH3:42])=[C:33]([CH:37]=[CH:38][CH:39]=2)[C:34](O)=[O:35])[C:25](=[O:29])[C:26]=1[O:27][CH3:28]. The catalyst is C(Cl)Cl. The product is [CH3:19][O:20][C:21]1[C:22](=[O:45])[C:23]([CH3:44])=[C:24]([CH2:30][C:31]2[C:32]([O:40][C:41](=[O:43])[CH3:42])=[C:33]([CH:37]=[CH:38][CH:39]=2)[C:34]([N:1]2[CH2:6][CH2:5][O:4][CH2:3][CH2:2]2)=[O:35])[C:25](=[O:29])[C:26]=1[O:27][CH3:28]. The yield is 0.390. (4) The reactants are [Cl:1][C:2]1[CH:7]=[C:6]([Cl:8])[CH:5]=[CH:4][C:3]=1[N:9]1[C:14]2=[N:15][C:16]3[C:17](=[C:18]([C:22]([OH:24])=O)[CH:19]=[CH:20][CH:21]=3)[N:13]2[CH2:12][CH2:11][CH2:10]1.O[N:26]1[C:30]2[CH:31]=CC=CC=2N=N1.Cl.[CH2:36](N=C=NCCCN(C)C)[CH3:37].C(N)C. The catalyst is C(=O)([O-])O.[Na+].CN(C)C=O. The product is [Cl:1][C:2]1[CH:7]=[C:6]([Cl:8])[CH:5]=[CH:4][C:3]=1[N:9]1[C:14]2=[N:15][C:16]3[C:17](=[C:18]([C:22]([N:26]([CH2:30][CH3:31])[CH2:36][CH3:37])=[O:24])[CH:19]=[CH:20][CH:21]=3)[N:13]2[CH2:12][CH2:11][CH2:10]1. The yield is 0.680. (5) The reactants are Cl[C:2]1[C:11]2[C:6](=[CH:7][C:8]([O:14][CH2:15][CH2:16][CH2:17][Cl:18])=[C:9]([O:12][CH3:13])[CH:10]=2)[N:5]=[CH:4][N:3]=1.[NH2:19][C:20]1[CH:25]=[CH:24][N:23]=[C:22]2[O:26][CH2:27][O:28][C:21]=12. No catalyst specified. The product is [Cl:18][CH2:17][CH2:16][CH2:15][O:14][C:8]1[CH:7]=[C:6]2[C:11]([C:2]([NH:19][C:20]3[CH:25]=[CH:24][N:23]=[C:22]4[O:26][CH2:27][O:28][C:21]=34)=[N:3][CH:4]=[N:5]2)=[CH:10][C:9]=1[O:12][CH3:13]. The yield is 0.680. (6) The product is [CH3:7][O:8][C:9](=[O:24])[C:10]([NH:23][C:3]([O:2][CH3:1])=[O:4])([CH2:15][CH2:16][C:17]1[CH:22]=[CH:21][CH:20]=[CH:19][CH:18]=1)[CH2:11][CH2:12][S:13][CH3:14]. The yield is 0.600. The catalyst is CC#N.CCOC(C)=O. The reactants are [CH3:1][O:2][C:3](Cl)=[O:4].Cl.[CH3:7][O:8][C:9](=[O:24])[C:10]([NH2:23])([CH2:15][CH2:16][C:17]1[CH:22]=[CH:21][CH:20]=[CH:19][CH:18]=1)[CH2:11][CH2:12][S:13][CH3:14].CCN(C(C)C)C(C)C. (7) The reactants are [NH2:1][CH2:2][C:3]1[CH:14]=[CH:13][C:12]([C:15]([F:18])([F:17])[F:16])=[CH:11][C:4]=1[O:5][CH2:6][CH2:7][N:8]([CH3:10])[CH3:9].C1N=CN([C:24](N2C=NC=C2)=[O:25])C=1.[NH2:31][C:32]1[C:37]2[O:38][CH2:39][C:40](=[O:42])[NH:41][C:36]=2[CH:35]=[CH:34][CH:33]=1. The catalyst is C1COCC1.CN(C=O)C. The product is [CH3:9][N:8]([CH3:10])[CH2:7][CH2:6][O:5][C:4]1[CH:11]=[C:12]([C:15]([F:16])([F:17])[F:18])[CH:13]=[CH:14][C:3]=1[CH2:2][NH:1][C:24]([NH:31][C:32]1[C:37]2[O:38][CH2:39][C:40](=[O:42])[NH:41][C:36]=2[CH:35]=[CH:34][CH:33]=1)=[O:25]. The yield is 0.350. (8) The product is [N:16]1([CH2:23][CH2:24][O:25][C:26]2[CH:27]=[CH:28][C:29]([O:30][C:31]3[C:40]4[C:35](=[CH:36][C:37]([O:41][CH3:42])=[CH:38][CH:39]=4)[CH:34]=[CH:33][C:32]=3[O:6][S:3]([C:2]([F:15])([F:14])[F:1])(=[O:5])=[O:4])=[CH:44][CH:45]=2)[CH2:22][CH2:21][CH2:20][CH2:19][CH2:18][CH2:17]1. The reactants are [F:1][C:2]([F:15])([F:14])[S:3]([O:6]S(C(F)(F)F)(=O)=O)(=[O:5])=[O:4].[N:16]1([CH2:23][CH2:24][O:25][C:26]2[CH:45]=[CH:44][C:29]([O:30][C:31]3[C:40]4[C:35](=[CH:36][C:37]([O:41][CH3:42])=[CH:38][CH:39]=4)[CH:34]=[CH:33][C:32]=3O)=[CH:28][CH:27]=2)[CH2:22][CH2:21][CH2:20][CH2:19][CH2:18][CH2:17]1.C(N(CC)CC)C.C(Cl)Cl. The yield is 0.990. The catalyst is [Cl-].[Na+].O.